This data is from Forward reaction prediction with 1.9M reactions from USPTO patents (1976-2016). The task is: Predict the product of the given reaction. (1) Given the reactants [CH:1]1([SH:6])CCC[CH2:2]1.FC1C=C(C)C=CC=1[N+]([O-])=[O:15].[CH:18]1([S:23]([C:26]2[CH:27]=[C:28]([CH3:35])[CH:29]=[CH:30][C:31]=2[N+:32]([O-])=O)(=[O:25])=[O:24])[CH2:22][CH2:21][CH2:20][CH2:19]1.C1(S(C2C=C(C)C=CC=2N)(=O)=O)CCCC1.[NH2:52][C:53]1SC=[CH:56][N:57]=1, predict the reaction product. The product is: [CH:18]1([S:23]([C:26]2[CH:27]=[C:28]([CH3:35])[CH:29]=[CH:30][C:31]=2[NH:32][C:56]([NH:57][C:53]2[S:6][CH:1]=[CH:2][N:52]=2)=[O:15])(=[O:25])=[O:24])[CH2:22][CH2:21][CH2:20][CH2:19]1. (2) Given the reactants O[C:2]1[CH:11]=[C:10]([NH:12][C:13]2[CH:18]=[CH:17][C:16]([Cl:19])=[C:15]([Cl:20])[CH:14]=2)[C:9]2[C:4](=[CH:5][CH:6]=[CH:7][CH:8]=2)[N:3]=1.O=P(Cl)(Cl)[Cl:23], predict the reaction product. The product is: [Cl:23][C:2]1[CH:11]=[C:10]([NH:12][C:13]2[CH:18]=[CH:17][C:16]([Cl:19])=[C:15]([Cl:20])[CH:14]=2)[C:9]2[C:4](=[CH:5][CH:6]=[CH:7][CH:8]=2)[N:3]=1. (3) Given the reactants [C:1]([O:5][C:6]([N:8]([CH2:26][C:27]([O:29][C:30]([CH3:33])([CH3:32])[CH3:31])=[O:28])[C:9]1[CH:14]=[CH:13][CH:12]=[C:11]([CH2:15][NH:16][S:17]([C:20]2[CH:25]=[CH:24][CH:23]=[CH:22][N:21]=2)(=[O:19])=[O:18])[N:10]=1)=[O:7])([CH3:4])([CH3:3])[CH3:2].[CH3:34][C:35]([C:41]1[S:45][C:44]([CH2:46]O)=[CH:43][CH:42]=1)([CH3:40])[CH2:36][CH2:37][CH2:38][CH3:39].C(P(CCCC)CCCC)CCC.CN(C)C(N=NC(N(C)C)=O)=O, predict the reaction product. The product is: [C:1]([O:5][C:6]([N:8]([CH2:26][C:27]([O:29][C:30]([CH3:33])([CH3:32])[CH3:31])=[O:28])[C:9]1[CH:14]=[CH:13][CH:12]=[C:11]([CH:15]([CH2:46][C:44]2[S:45][C:41]([C:35]([CH3:34])([CH3:40])[CH2:36][CH2:37][CH2:38][CH3:39])=[CH:42][CH:43]=2)[NH:16][S:17]([C:20]2[CH:25]=[CH:24][CH:23]=[CH:22][N:21]=2)(=[O:19])=[O:18])[N:10]=1)=[O:7])([CH3:4])([CH3:3])[CH3:2].